The task is: Regression. Given a peptide amino acid sequence and an MHC pseudo amino acid sequence, predict their binding affinity value. This is MHC class II binding data.. This data is from Peptide-MHC class II binding affinity with 134,281 pairs from IEDB. (1) The peptide sequence is MSGPMQQLTQPLQQL. The MHC is HLA-DPA10301-DPB10402 with pseudo-sequence HLA-DPA10301-DPB10402. The binding affinity (normalized) is 0.452. (2) The peptide sequence is YDYFLANVSTVLTGK. The binding affinity (normalized) is 0.932. The MHC is DRB1_1302 with pseudo-sequence DRB1_1302. (3) The peptide sequence is DEYVEQVAQYKALPV. The MHC is DRB5_0101 with pseudo-sequence DRB5_0101. The binding affinity (normalized) is 0.753.